The task is: Binary Classification. Given a T-cell receptor sequence (or CDR3 region) and an epitope sequence, predict whether binding occurs between them.. This data is from TCR-epitope binding with 47,182 pairs between 192 epitopes and 23,139 TCRs. (1) The epitope is QARQMVQAMRTIGTHP. The TCR CDR3 sequence is CASSLARSGGVDTQYF. Result: 0 (the TCR does not bind to the epitope). (2) The epitope is LLFGYPVYV. The TCR CDR3 sequence is CASSFGTSNSDTQYF. Result: 0 (the TCR does not bind to the epitope). (3) The epitope is RAKFKQLL. The TCR CDR3 sequence is CSAPEWDRGLENYGYTF. Result: 0 (the TCR does not bind to the epitope). (4) The epitope is VLWAHGFEL. The TCR CDR3 sequence is CASSTPRKEWGRAEAFF. Result: 0 (the TCR does not bind to the epitope). (5) The epitope is HLVDFQVTI. The TCR CDR3 sequence is CASSKKPPYGRNEQYF. Result: 1 (the TCR binds to the epitope). (6) The epitope is YLDAYNMMI. The TCR CDR3 sequence is CASRGLDTPEAFF. Result: 0 (the TCR does not bind to the epitope). (7) The epitope is ISDYDYYRY. The TCR CDR3 sequence is CSARDLQGSYNSPLHF. Result: 0 (the TCR does not bind to the epitope).